From a dataset of Full USPTO retrosynthesis dataset with 1.9M reactions from patents (1976-2016). Predict the reactants needed to synthesize the given product. Given the product [OH:19][CH2:18][CH:16]1[CH2:15][C:14]2([CH2:13][CH:12]([C:5]3[C:6]4[C:11](=[CH:10][CH:9]=[CH:8][CH:7]=4)[C:2](=[O:1])[NH:3][N:4]=3)[CH2:22]2)[CH2:17]1, predict the reactants needed to synthesize it. The reactants are: [O:1]=[C:2]1[C:11]2[C:6](=[CH:7][CH:8]=[CH:9][CH:10]=2)[C:5]([CH:12]2[CH2:22][C:14]3([CH2:17][CH:16]([C:18](OC)=[O:19])[CH2:15]3)[CH2:13]2)=[N:4][NH:3]1.[Li+].[BH4-].